This data is from Peptide-MHC class I binding affinity with 185,985 pairs from IEDB/IMGT. The task is: Regression. Given a peptide amino acid sequence and an MHC pseudo amino acid sequence, predict their binding affinity value. This is MHC class I binding data. (1) The peptide sequence is KLLEGEESRI. The MHC is HLA-A68:02 with pseudo-sequence HLA-A68:02. The binding affinity (normalized) is 0. (2) The peptide sequence is SQIETGTPF. The MHC is HLA-B46:01 with pseudo-sequence HLA-B46:01. The binding affinity (normalized) is 0.258. (3) The peptide sequence is VHAVYDSML. The MHC is HLA-A11:01 with pseudo-sequence HLA-A11:01. The binding affinity (normalized) is 0.213.